From a dataset of Full USPTO retrosynthesis dataset with 1.9M reactions from patents (1976-2016). Predict the reactants needed to synthesize the given product. Given the product [CH3:1][C:2]1[CH:11]=[CH:10][CH:9]=[C:8]2[C:3]=1[C:4](=[O:12])[C:5]([CH2:15][OH:18])([CH2:13][OH:14])[CH2:6][S:7]2, predict the reactants needed to synthesize it. The reactants are: [CH3:1][C:2]1[CH:11]=[CH:10][CH:9]=[C:8]2[C:3]=1[C:4](=[O:12])[CH2:5][CH2:6][S:7]2.[CH2:13]=[O:14].[C:15](=[O:18])([O-])[O-].[K+].[K+].